From a dataset of Forward reaction prediction with 1.9M reactions from USPTO patents (1976-2016). Predict the product of the given reaction. (1) Given the reactants [F:1][C:2]1[CH:3]=[C:4]([CH:9]=[C:10]([C:15](=O)[CH2:16][O:17][CH3:18])[C:11]([O:13][CH3:14])=[O:12])[CH:5]=[CH:6][C:7]=1[F:8].S(O)(O)(=O)=O.[CH3:25][O:26][C:27](=[NH:29])[NH2:28].[CH3:25][O:26][C:27](=[NH:29])[NH2:28].C(=O)(O)[O-].[Na+], predict the reaction product. The product is: [CH3:14][O:13][C:11]([C:10]1[CH:9]([C:4]2[CH:5]=[CH:6][C:7]([F:8])=[C:2]([F:1])[CH:3]=2)[NH:29][C:27]([O:26][CH3:25])=[N:28][C:15]=1[CH2:16][O:17][CH3:18])=[O:12]. (2) Given the reactants [Cl:1][C:2]1[CH:18]=[C:17]([NH:19][C:20]2[C:21]3[N:28]([CH3:29])[CH:27]=[CH:26][C:22]=3[N:23]=[CH:24][N:25]=2)[CH:16]=[CH:15][C:3]=1[O:4][C:5]1[CH:6]=[C:7]([CH:12]=[CH:13][CH:14]=1)[C:8]([O:10]C)=[O:9].CO.[OH-].[Na+], predict the reaction product. The product is: [Cl:1][C:2]1[CH:18]=[C:17]([NH:19][C:20]2[C:21]3[N:28]([CH3:29])[CH:27]=[CH:26][C:22]=3[N:23]=[CH:24][N:25]=2)[CH:16]=[CH:15][C:3]=1[O:4][C:5]1[CH:6]=[C:7]([CH:12]=[CH:13][CH:14]=1)[C:8]([OH:10])=[O:9]. (3) Given the reactants Cl.CN.[CH2:4]([N:6](CC)CC)C.[O:11]=[C:12]1[C:20]2([CH2:24][O:23][C:22]3[CH:25]=[C:26]4[C:30](=[CH:31][C:21]2=3)[CH2:29][CH2:28][O:27]4)[C:19]2[C:14](=[CH:15][CH:16]=[CH:17][CH:18]=2)[N:13]1[CH2:32][C:33]1[CH:34]=[C:35]([CH:41]=[CH:42][CH:43]=1)[O:36][CH2:37][C:38](Cl)=[O:39], predict the reaction product. The product is: [CH3:4][NH:6][C:38](=[O:39])[CH2:37][O:36][C:35]1[CH:41]=[CH:42][CH:43]=[C:33]([CH2:32][N:13]2[C:14]3[C:19](=[CH:18][CH:17]=[CH:16][CH:15]=3)[C:20]3([CH2:24][O:23][C:22]4[CH:25]=[C:26]5[C:30](=[CH:31][C:21]3=4)[CH2:29][CH2:28][O:27]5)[C:12]2=[O:11])[CH:34]=1. (4) Given the reactants [Br:1][C:2]1[CH:9]=[CH:8][C:5]([NH:6][CH3:7])=[C:4]([N+:10]([O-])=O)[CH:3]=1.O.O.Cl[Sn]Cl.[OH-].[Na+], predict the reaction product. The product is: [Br:1][C:2]1[CH:3]=[C:4]([NH2:10])[C:5]([NH:6][CH3:7])=[CH:8][CH:9]=1. (5) Given the reactants [NH2:1][C:2]1[CH:6]=[C:5]([Cl:7])[N:4]([C:8]2[CH:13]=[CH:12][C:11]([C:14]3[CH:19]=[CH:18][CH:17]=[C:16]([O:20][CH3:21])[C:15]=3[OH:22])=[CH:10][CH:9]=2)[C:3]=1[C:23]([O:25][CH2:26][CH3:27])=[O:24].[O:28]=[C:29]=[N:30][CH2:31][CH2:32][C:33]([O:35][CH2:36][CH3:37])=[O:34], predict the reaction product. The product is: [Cl:7][C:5]1[N:4]([C:8]2[CH:13]=[CH:12][C:11]([C:14]3[CH:19]=[CH:18][CH:17]=[C:16]([O:20][CH3:21])[C:15]=3[OH:22])=[CH:10][CH:9]=2)[C:3]([C:23]([O:25][CH2:26][CH3:27])=[O:24])=[C:2]([NH:1][C:29]([NH:30][CH2:31][CH2:32][C:33]([O:35][CH2:36][CH3:37])=[O:34])=[O:28])[CH:6]=1. (6) Given the reactants FC(F)(F)S(O[C:7]1[N:8]=[CH:9][CH:10]=[C:11]2[C:16]=1[N:15]([C:17](=[O:19])[CH3:18])[CH:14]([CH2:20][CH2:21][CH3:22])[CH:13]([CH3:23])[CH:12]2[NH:24]C(OCC1C=CC=CC=1)=O)(=O)=O, predict the reaction product. The product is: [NH2:24][C@H:12]1[C:11]2[C:16](=[CH:7][N:8]=[CH:9][CH:10]=2)[N:15]([C:17](=[O:19])[CH3:18])[C@@H:14]([CH2:20][CH2:21][CH3:22])[C@@H:13]1[CH3:23]. (7) The product is: [Br:20][C:21]1[CH:22]=[CH:23][C:24]([C:14]2[C:13]([F:12])=[CH:18][CH:17]=[CH:16][C:15]=2[F:19])=[N:25][CH:26]=1. Given the reactants C([Li])CCC.CCCCCC.[F:12][C:13]1[CH:18]=[CH:17][CH:16]=[C:15]([F:19])[CH:14]=1.[Br:20][C:21]1[CH:22]=[CH:23][C:24](I)=[N:25][CH:26]=1, predict the reaction product. (8) Given the reactants [C:1]1(=[O:11])[C:10]2[C:5](=[CH:6][CH:7]=[CH:8][CH:9]=2)[CH2:4][CH2:3][NH:2]1.[Br:12][C:13]1[CH:18]=[CH:17][CH:16]=[C:15](Br)[C:14]=1[CH3:20].C([O-])([O-])=O.[K+].[K+], predict the reaction product. The product is: [Br:12][C:13]1[C:14]([CH3:20])=[C:15]([N:2]2[CH2:3][CH2:4][C:5]3[C:10](=[CH:9][CH:8]=[CH:7][CH:6]=3)[C:1]2=[O:11])[CH:16]=[CH:17][CH:18]=1.